From a dataset of Reaction yield outcomes from USPTO patents with 853,638 reactions. Predict the reaction yield, written as a fraction of the theoretical maximum amount of product (1.0 means a 100% yield; for example, 0.34 means a 34% yield). The reactants are Cl.C([SiH2][O:7][C:8](C1C=CC=CC=1)(C1C=CC=CC=1)[C:9]1[CH:10]=[CH:11][C:12]2[N:13]([C:15]([C:19]3[C:20](=[O:34])[NH:21][C:22](=[O:33])[C:23]=3[C:24]3[C:32]4[C:27](=[CH:28][CH:29]=[CH:30][CH:31]=4)[NH:26][CH:25]=3)=[C:16]([CH3:18])[N:17]=2)[CH:14]=1)(C)(C)C. No catalyst specified. The product is [OH:7][CH2:8][C:9]1[CH:10]=[CH:11][C:12]2[N:13]([C:15]([C:19]3[C:20](=[O:34])[NH:21][C:22](=[O:33])[C:23]=3[C:24]3[C:32]4[C:27](=[CH:28][CH:29]=[CH:30][CH:31]=4)[NH:26][CH:25]=3)=[C:16]([CH3:18])[N:17]=2)[CH:14]=1. The yield is 0.820.